From a dataset of Forward reaction prediction with 1.9M reactions from USPTO patents (1976-2016). Predict the product of the given reaction. Given the reactants [C:1]([O:7][CH2:8][C@H:9]([C:15]1[C:24]([CH3:25])=[CH:23][C:22]2[C:17](=[CH:18][C:19](Br)=[CH:20][CH:21]=2)[C:16]=1[O:27][S:28]([C:31]([F:34])([F:33])[F:32])(=[O:30])=[O:29])[O:10][C:11]([CH3:14])([CH3:13])[CH3:12])(=[O:6])[C:2]([CH3:5])([CH3:4])[CH3:3].[C:35](=O)([O-])[O-].[K+].[K+].CB1OB(C)OB(C)O1, predict the reaction product. The product is: [C:1]([O:7][CH2:8][C@@H:9]([O:10][C:11]([CH3:14])([CH3:13])[CH3:12])[C:15]1[C:24]([CH3:25])=[CH:23][C:22]2[C:17](=[CH:18][C:19]([CH3:35])=[CH:20][CH:21]=2)[C:16]=1[O:27][S:28]([C:31]([F:34])([F:33])[F:32])(=[O:30])=[O:29])(=[O:6])[C:2]([CH3:5])([CH3:4])[CH3:3].